Predict the product of the given reaction. From a dataset of Forward reaction prediction with 1.9M reactions from USPTO patents (1976-2016). (1) Given the reactants Cl[C:2]1[CH:3]=[C:4]([CH:23]=[CH:24][C:25]=1Cl)[O:5][CH:6]1[CH2:11][CH2:10][N:9]([S:12](C2C(C)=NN(C)C=2C)(=[O:14])=[O:13])[CH2:8][CH2:7]1.[F:27][C:28]([F:37])([F:36])[C:29]1[CH:33]=[C:32]([CH3:34])[N:31]([CH3:35])[N:30]=1.Cl.[C:39]1(C)C=CC(OC2CCNCC2)=CC=1, predict the reaction product. The product is: [CH3:35][N:31]1[C:32]([CH3:34])=[C:33]([S:12]([N:9]2[CH2:8][CH2:7][CH:6]([O:5][C:4]3[CH:3]=[CH:2][C:25]([CH3:39])=[CH:24][CH:23]=3)[CH2:11][CH2:10]2)(=[O:13])=[O:14])[C:29]([C:28]([F:27])([F:36])[F:37])=[N:30]1. (2) Given the reactants [NH2:1][C:2]1([C:10]#[N:11])[CH2:7][O:6][C:5]([CH3:9])([CH3:8])[O:4][CH2:3]1.ClC(Cl)C.Cl.[F:17][C:18]1[CH:38]=[CH:37][CH:36]=[C:35]([F:39])[C:19]=1[CH2:20][O:21][C:22]1[C:23]2[N:24]([C:28]([C:32](Cl)=[O:33])=[C:29]([CH3:31])[N:30]=2)[CH:25]=[CH:26][CH:27]=1, predict the reaction product. The product is: [C:10]([C:2]1([NH:1][C:32]([C:28]2[N:24]3[CH:25]=[CH:26][CH:27]=[C:22]([O:21][CH2:20][C:19]4[C:18]([F:17])=[CH:38][CH:37]=[CH:36][C:35]=4[F:39])[C:23]3=[N:30][C:29]=2[CH3:31])=[O:33])[CH2:7][O:6][C:5]([CH3:8])([CH3:9])[O:4][CH2:3]1)#[N:11]. (3) Given the reactants O.O.O.O.O.O.Cl([O-])(=O)(=O)=O.[Ni+2:12].Cl([O-])(=O)(=O)=O.O.[CH2:19]([P:23]([CH2:26][CH:27]([CH3:29])[CH3:28])(=[S:25])[S-:24])[CH:20]([CH3:22])[CH3:21].[Na+], predict the reaction product. The product is: [CH2:19]([P:23]([CH2:26][CH:27]([CH3:29])[CH3:28])(=[S:24])[S-:25])[CH:20]([CH3:22])[CH3:21].[CH2:19]([P:23]([CH2:26][CH:27]([CH3:29])[CH3:28])(=[S:24])[S-:25])[CH:20]([CH3:22])[CH3:21].[Ni+2:12]. (4) Given the reactants [H-].[Na+].[Br-].[C:4]([CH2:7][CH2:8][CH2:9][P+](C1C=CC=CC=1)(C1C=CC=CC=1)C1C=CC=CC=1)([OH:6])=[O:5].[Cl:29][C:30]1[N:34]2[N:35]=[C:36]([CH:48]([CH3:50])[CH3:49])[C:37](C=O)=[C:38]([C:39]3[CH:44]=[CH:43][C:42]([F:45])=[CH:41][CH:40]=3)[C:33]2=[CH:32][CH:31]=1.Cl.[CH3:52]S(C)=O, predict the reaction product. The product is: [Cl:29][C:30]1[N:34]2[N:35]=[C:36]([CH:48]([CH3:49])[CH3:50])[C:37](/[CH:52]=[CH:9]/[CH2:8][CH2:7][C:4]([OH:6])=[O:5])=[C:38]([C:39]3[CH:44]=[CH:43][C:42]([F:45])=[CH:41][CH:40]=3)[C:33]2=[CH:32][CH:31]=1.